Dataset: Peptide-MHC class II binding affinity with 134,281 pairs from IEDB. Task: Regression. Given a peptide amino acid sequence and an MHC pseudo amino acid sequence, predict their binding affinity value. This is MHC class II binding data. The peptide sequence is AGRFEVHAQTVEDEA. The MHC is DRB5_0101 with pseudo-sequence DRB5_0101. The binding affinity (normalized) is 0.123.